Task: Regression. Given two drug SMILES strings and cell line genomic features, predict the synergy score measuring deviation from expected non-interaction effect.. Dataset: NCI-60 drug combinations with 297,098 pairs across 59 cell lines Drug 1: CC1=CC=C(C=C1)C2=CC(=NN2C3=CC=C(C=C3)S(=O)(=O)N)C(F)(F)F. Drug 2: C1C(C(OC1N2C=NC3=C(N=C(N=C32)Cl)N)CO)O. Cell line: DU-145. Synergy scores: CSS=36.3, Synergy_ZIP=-6.40, Synergy_Bliss=1.04, Synergy_Loewe=-28.7, Synergy_HSA=1.75.